From a dataset of Full USPTO retrosynthesis dataset with 1.9M reactions from patents (1976-2016). Predict the reactants needed to synthesize the given product. (1) Given the product [C:1]([O:5][C:6](=[O:15])[NH:7][C@H:8]([C:12]#[N:13])[CH2:9][C:10]#[CH:11])([CH3:4])([CH3:2])[CH3:3], predict the reactants needed to synthesize it. The reactants are: [C:1]([O:5][C:6](=[O:15])[NH:7][C@H:8]([C:12](=O)[NH2:13])[CH2:9][C:10]#[CH:11])([CH3:4])([CH3:3])[CH3:2].N1C=CC=CC=1.FC(F)(F)C(OC(=O)C(F)(F)F)=O. (2) Given the product [CH2:19]([NH:26][C:27](=[O:31])[C:28]([NH:1][C:2]1[CH:17]=[CH:16][C:5]([O:6][C:7]2[CH:12]=[CH:11][N:10]=[C:9]([C:13]([NH2:15])=[O:14])[CH:8]=2)=[C:4]([F:18])[CH:3]=1)=[O:29])[C:20]1[CH:25]=[CH:24][CH:23]=[CH:22][CH:21]=1, predict the reactants needed to synthesize it. The reactants are: [NH2:1][C:2]1[CH:17]=[CH:16][C:5]([O:6][C:7]2[CH:12]=[CH:11][N:10]=[C:9]([C:13]([NH2:15])=[O:14])[CH:8]=2)=[C:4]([F:18])[CH:3]=1.[CH2:19]([NH:26][C:27](=[O:31])[C:28](O)=[O:29])[C:20]1[CH:25]=[CH:24][CH:23]=[CH:22][CH:21]=1. (3) Given the product [CH3:1][O:2][C:3]1[CH:8]=[CH:7][C:6]([O:9][CH3:10])=[CH:5][C:4]=1[S:11]([N:14]([CH2:40][C:37]1[CH:38]=[CH:39][C:34]([Br:33])=[CH:35][CH:36]=1)[C@@H:15]1[CH2:19][CH2:18][N:17]([C:20]([O:22][C:23]([CH3:26])([CH3:25])[CH3:24])=[O:21])[CH2:16]1)(=[O:12])=[O:13], predict the reactants needed to synthesize it. The reactants are: [CH3:1][O:2][C:3]1[CH:8]=[CH:7][C:6]([O:9][CH3:10])=[CH:5][C:4]=1[S:11]([NH:14][C@@H:15]1[CH2:19][CH2:18][N:17]([C:20]([O:22][C:23]([CH3:26])([CH3:25])[CH3:24])=[O:21])[CH2:16]1)(=[O:13])=[O:12].C([O-])([O-])=O.[K+].[K+].[Br:33][C:34]1[CH:39]=[CH:38][C:37]([CH2:40]Br)=[CH:36][CH:35]=1.